This data is from Forward reaction prediction with 1.9M reactions from USPTO patents (1976-2016). The task is: Predict the product of the given reaction. (1) Given the reactants [C:1]([O:5][C:6](=[O:28])[NH:7][CH:8]1[CH2:12][C:11](=[O:13])[N:10]([C:14]2[CH:19]=[CH:18][C:17]([O:20]CC3C=CC=CC=3)=[CH:16][CH:15]=2)[CH2:9]1)([CH3:4])([CH3:3])[CH3:2], predict the reaction product. The product is: [C:1]([O:5][C:6](=[O:28])[NH:7][CH:8]1[CH2:12][C:11](=[O:13])[N:10]([C:14]2[CH:15]=[CH:16][C:17]([OH:20])=[CH:18][CH:19]=2)[CH2:9]1)([CH3:4])([CH3:2])[CH3:3]. (2) Given the reactants [CH3:1][C:2]1[CH:16]=[CH:15][C:14]([CH3:17])=[CH:13][C:3]=1[O:4][C:5]1[CH:12]=[CH:11][C:8]([C:9]#[N:10])=[CH:7][CH:6]=1.C1COCC1.[H-].[Al+3].[Li+].[H-].[H-].[H-].[OH-].[Na+], predict the reaction product. The product is: [CH3:1][C:2]1[CH:16]=[CH:15][C:14]([CH3:17])=[CH:13][C:3]=1[O:4][C:5]1[CH:6]=[CH:7][C:8]([CH2:9][NH2:10])=[CH:11][CH:12]=1.